This data is from Full USPTO retrosynthesis dataset with 1.9M reactions from patents (1976-2016). The task is: Predict the reactants needed to synthesize the given product. (1) Given the product [C:46]([O:45][C@@H:40]([C:12]1[C:13]([CH3:39])=[CH:14][C:15]2=[N:19][C:18]3=[CH:17][N:16]2[C:11]=1[N:8]1[CH2:9][CH2:10][C:5]([CH3:50])([O:4][CH2:1][CH:2]=[CH:3][CH2:35][C@H:34]([CH3:36])[O:33][C:27]2[CH:28]=[CH:29][C:30]([CH3:32])=[CH:31][C:26]=2[C:22]2[CH:21]=[C:20]3[CH:25]=[CH:24][CH:23]=2)[CH2:6][CH2:7]1)[C:41]([O:43][CH3:44])=[O:42])([CH3:48])([CH3:47])[CH3:49], predict the reactants needed to synthesize it. The reactants are: [CH2:1]([O:4][C:5]1([CH3:50])[CH2:10][CH2:9][N:8]([C:11]2[N:16]3[CH:17]=[C:18]([C:20]4[CH:21]=[C:22]([C:26]5[CH:31]=[C:30]([CH3:32])[CH:29]=[CH:28][C:27]=5[O:33][C@H:34]([CH2:36]C=C)[CH3:35])[CH:23]=[CH:24][CH:25]=4)[N:19]=[C:15]3[CH:14]=[C:13]([CH3:39])[C:12]=2[C@H:40]([O:45][C:46]([CH3:49])([CH3:48])[CH3:47])[C:41]([O:43][CH3:44])=[O:42])[CH2:7][CH2:6]1)[CH:2]=[CH2:3].C(O[C@@H](C1C(C)=CC2=NC3=CN2C=1N1CCC(C)(OCC=CC[C@H](C)OC2C=C(F)C=CC=2C2C=C3C=CC=2)CC1)C(O)=O)(C)(C)C. (2) Given the product [C:47]([O:1][C@@H:2]1[C:7]2=[C:8]3[C:17](=[C:18]([O:20][CH3:21])[CH:19]=[C:6]2[O:5][C:4]([CH3:28])([CH3:29])[C@@H:3]1[O:30][CH:33]([CH2:32][CH:31]=[O:37])[C:34]([OH:36])=[O:35])[C:16](=[O:22])[C:15]1[C:10](=[CH:11][CH:12]=[C:13]2[CH:26]=[CH:25][CH:24]=[CH:23][C:14]2=1)[N:9]3[CH3:27])(=[O:49])[CH3:48], predict the reactants needed to synthesize it. The reactants are: [OH:1][C@@H:2]1[C:7]2=[C:8]3[C:17](=[C:18]([O:20][CH3:21])[CH:19]=[C:6]2[O:5][C:4]([CH3:29])([CH3:28])[C@@H:3]1[OH:30])[C:16](=[O:22])[C:15]1[C:10](=[CH:11][CH:12]=[C:13]2[CH:26]=[CH:25][CH:24]=[CH:23][C:14]2=1)[N:9]3[CH3:27].[C:31]1(=[O:37])[O:36][C:34](=[O:35])[CH2:33][CH2:32]1.CN(C1C=CC=CN=1)C.[C:47](OC(=O)C)(=[O:49])[CH3:48]. (3) Given the product [I:12][C:5]1[CH:4]=[C:3]([O:2][CH3:1])[CH:8]=[CH:7][C:6]=1[NH2:9], predict the reactants needed to synthesize it. The reactants are: [CH3:1][O:2][C:3]1[CH:8]=[CH:7][C:6]([N+:9]([O-])=O)=[C:5]([I:12])[CH:4]=1.C(O)(=O)C. (4) Given the product [CH:13]([OH:17])=[O:38].[S:1]1[C:9]2[C:4](=[N:5][CH:6]=[CH:7][CH:8]=2)[N:3]=[C:2]1[O:10][C:11]1[CH:26]=[CH:25][C:14]2[CH:15]=[C:16]([CH2:18][N:19]3[CH2:23][CH2:22][CH:21]([NH:24][S:37]([CH3:36])(=[O:39])=[O:38])[CH2:20]3)[O:17][C:13]=2[CH:12]=1, predict the reactants needed to synthesize it. The reactants are: [S:1]1[C:9]2[C:4](=[N:5][CH:6]=[CH:7][CH:8]=2)[N:3]=[C:2]1[O:10][C:11]1[CH:26]=[CH:25][C:14]2[CH:15]=[C:16]([CH2:18][N:19]3[CH2:23][CH2:22][CH:21]([NH2:24])[CH2:20]3)[O:17][C:13]=2[CH:12]=1.CCN(C(C)C)C(C)C.[CH3:36][S:37](Cl)(=[O:39])=[O:38]. (5) Given the product [CH3:31][S:30][C:19]([N:10]1[CH2:11][CH:12]([C:13]2[CH:14]=[CH:15][CH:16]=[CH:17][CH:18]=2)[C:8]([C:5]2[CH:6]=[CH:7][C:2]([Cl:1])=[CH:3][CH:4]=2)=[N:9]1)=[N:20][S:21]([N:24]1[CH2:29][CH2:28][CH2:27][CH2:26][CH2:25]1)(=[O:22])=[O:23], predict the reactants needed to synthesize it. The reactants are: [Cl:1][C:2]1[CH:7]=[CH:6][C:5]([C:8]2[CH:12]([C:13]3[CH:18]=[CH:17][CH:16]=[CH:15][CH:14]=3)[CH2:11][N:10]([C:19](=[S:30])[NH:20][S:21]([N:24]3[CH2:29][CH2:28][CH2:27][CH2:26][CH2:25]3)(=[O:23])=[O:22])[N:9]=2)=[CH:4][CH:3]=1.[CH2:31](N(CC)CC)C.CI. (6) Given the product [CH3:30][O:31][N:32]=[C:17]1[C:16]2[C:11](=[CH:12][CH:13]=[C:14]([C:20]([O:22][CH3:23])=[O:21])[CH:15]=2)[O:10][C@@H:9]([C:5]2[CH:6]=[CH:7][CH:8]=[C:3]([O:2][CH3:1])[CH:4]=2)[CH2:18]1, predict the reactants needed to synthesize it. The reactants are: [CH3:1][O:2][C:3]1[CH:4]=[C:5]([C@H:9]2[CH2:18][C:17](=O)[C:16]3[C:11](=[CH:12][CH:13]=[C:14]([C:20]([O:22][CH3:23])=[O:21])[CH:15]=3)[O:10]2)[CH:6]=[CH:7][CH:8]=1.C([O-])(=O)C.[Na+].Cl.[CH3:30][O:31][NH2:32]. (7) Given the product [CH:28]1([N:25]2[C:5]3[N:6]=[C:7]([NH:10][C:11]4[CH:16]=[CH:15][C:14]([N:17]5[CH2:18][CH:19]([CH3:24])[O:20][CH:21]([CH3:23])[CH2:22]5)=[CH:13][N:12]=4)[N:8]=[CH:9][C:4]=3[C:3]([CH3:33])=[C:2]([C:39]([O:41][CH2:42][CH3:43])=[CH2:40])[C:26]2=[O:27])[CH2:29][CH2:30][CH2:31][CH2:32]1, predict the reactants needed to synthesize it. The reactants are: Br[C:2]1[C:26](=[O:27])[N:25]([CH:28]2[CH2:32][CH2:31][CH2:30][CH2:29]2)[C:5]2[N:6]=[C:7]([NH:10][C:11]3[CH:16]=[CH:15][C:14]([N:17]4[CH2:22][CH:21]([CH3:23])[O:20][CH:19]([CH3:24])[CH2:18]4)=[CH:13][N:12]=3)[N:8]=[CH:9][C:4]=2[C:3]=1[CH3:33].C([Sn](CCCC)(CCCC)[C:39]([O:41][CH2:42][CH3:43])=[CH2:40])CCC. (8) Given the product [Br:1][C:2]1[CH:9]=[CH:8][C:7]([Br:10])=[CH:6][C:3]=1[C:4]1[S:18][C:13]2[CH:14]=[CH:15][CH:16]=[CH:17][C:12]=2[N:11]=1, predict the reactants needed to synthesize it. The reactants are: [Br:1][C:2]1[CH:9]=[CH:8][C:7]([Br:10])=[CH:6][C:3]=1[CH:4]=O.[NH2:11][C:12]1[CH:17]=[CH:16][CH:15]=[CH:14][C:13]=1[SH:18].II. (9) The reactants are: NC([C:10]1[CH:19]=[CH:18][C:17]2[C:12](=[CH:13][CH:14]=[C:15]([O:24][C@H:25]3[CH2:30][CH2:29][C@H:28]([C:31]([CH3:34])(C)C)CC3)[C:16]=2C(F)(F)F)[N:11]=1)(C)COP(=O)(O)O.[CH2:35](O)CCCCCC.C1(P(C2C=CC=CC=2)C2C=CC=CC=2)C=CC=CC=1.N(C(OC(C)C)=O)=NC(OC(C)C)=O. Given the product [CH2:25]([O:24][C:15]1[CH:16]=[C:17]2[C:12](=[CH:13][CH:14]=1)[N:11]=[CH:10][CH:19]=[CH:18]2)[CH2:30][CH2:29][CH2:28][CH2:31][CH2:34][CH3:35], predict the reactants needed to synthesize it.